From a dataset of Reaction yield outcomes from USPTO patents with 853,638 reactions. Predict the reaction yield, written as a fraction of the theoretical maximum amount of product (1.0 means a 100% yield; for example, 0.34 means a 34% yield). The reactants are [NH2:1][C@@H:2]([CH2:15][C@H:16]1[CH2:21][CH2:20][CH2:19][O:18][CH2:17]1)[CH2:3][N:4]([CH3:14])[C:5](=[O:13])[O:6][CH2:7][CH2:8][Si:9]([CH3:12])([CH3:11])[CH3:10].Cl[C:23]([O:25][C:26]1[CH:31]=[CH:30][C:29]([N+:32]([O-:34])=[O:33])=[CH:28][CH:27]=1)=[O:24].C([O-])(O)=O.[Na+]. The catalyst is CC#N. The product is [CH3:14][N:4]([CH2:3][C@@H:2]([NH:1][C:23](=[O:24])[O:25][C:26]1[CH:27]=[CH:28][C:29]([N+:32]([O-:34])=[O:33])=[CH:30][CH:31]=1)[CH2:15][C@H:16]1[CH2:21][CH2:20][CH2:19][O:18][CH2:17]1)[C:5]([O:6][CH2:7][CH2:8][Si:9]([CH3:12])([CH3:11])[CH3:10])=[O:13]. The yield is 1.00.